Task: Predict the reactants needed to synthesize the given product.. Dataset: Full USPTO retrosynthesis dataset with 1.9M reactions from patents (1976-2016) (1) Given the product [CH:13]1([S:16]([NH:19][C:3](=[O:12])[C:4]2[CH:9]=[CH:8][CH:7]=[C:6]([CH2:10][N:31]3[C:32]4[C:37](=[CH:36][CH:35]=[CH:34][CH:33]=4)[C@:29]4([CH2:28][C@H:27]4[C:24]4[CH:23]=[CH:22][C:21]([F:20])=[CH:26][CH:25]=4)[C:30]3=[O:38])[CH:5]=2)(=[O:18])=[O:17])[CH2:15][CH2:14]1, predict the reactants needed to synthesize it. The reactants are: CO[C:3](=[O:12])[C:4]1[CH:9]=[CH:8][CH:7]=[C:6]([CH2:10]Br)[CH:5]=1.[CH:13]1([S:16]([NH2:19])(=[O:18])=[O:17])[CH2:15][CH2:14]1.[F:20][C:21]1[CH:26]=[CH:25][C:24]([C@@H:27]2[C@:29]3([C:37]4[C:32](=[CH:33][CH:34]=[CH:35][CH:36]=4)[NH:31][C:30]3=[O:38])[CH2:28]2)=[CH:23][CH:22]=1. (2) The reactants are: [CH3:1][C@H:2]1[NH:7][C@@H:6]([CH3:8])[CH2:5][N:4]([C:9]2[CH:14]=[C:13]([N+:15]([O-])=O)[CH:12]=[CH:11][C:10]=2[O:18][CH3:19])[CH2:3]1. Given the product [CH3:1][C@H:2]1[NH:7][C@@H:6]([CH3:8])[CH2:5][N:4]([C:9]2[CH:14]=[C:13]([CH:12]=[CH:11][C:10]=2[O:18][CH3:19])[NH2:15])[CH2:3]1, predict the reactants needed to synthesize it. (3) The reactants are: [NH2:1][CH2:2][CH2:3][CH2:4][C@@H:5]([CH2:9][C:10]1[N:11]=[CH:12][N:13]2[C:22]3[C:17](=[CH:18][CH:19]=[CH:20][CH:21]=3)[CH2:16][CH2:15][C:14]=12)[C:6]([OH:8])=[O:7].[C:23](=O)([O:36]C1C=CC([N+]([O-])=O)=CC=1)[O:24][CH2:25][C:26]1[O:27][C:28](=[O:35])[O:29][C:30]=1[C:31]([CH3:34])([CH3:33])[CH3:32].C1(C)C=CC=CC=1. Given the product [C:31]([C:30]1[O:29][C:28](=[O:35])[O:27][C:26]=1[CH2:25][O:24][C:23]([NH:1][CH2:2][CH2:3][CH2:4][C@@H:5]([CH2:9][C:10]1[N:11]=[CH:12][N:13]2[C:22]3[C:17](=[CH:18][CH:19]=[CH:20][CH:21]=3)[CH2:16][CH2:15][C:14]=12)[C:6]([OH:8])=[O:7])=[O:36])([CH3:34])([CH3:32])[CH3:33], predict the reactants needed to synthesize it. (4) Given the product [NH2:12][C:10]([CH3:15])([CH3:11])[CH2:9][C:6]1[CH:7]=[CH:8][C:3]([O:2][CH3:1])=[CH:4][C:5]=1[NH2:16], predict the reactants needed to synthesize it. The reactants are: [CH3:1][O:2][C:3]1[CH:8]=[CH:7][C:6]([CH2:9][C:10]([CH3:15])([N+:12]([O-])=O)[CH3:11])=[C:5]([N+:16]([O-])=O)[CH:4]=1. (5) Given the product [C:1]12([O:16][CH2:15][CH2:14][O:13]1)[C:10]1[C:5](=[CH:6][CH:7]=[CH:8][CH:9]=1)[CH2:4][C@@H:3]([CH:11]=[CH:24][C:25]([O:27][CH2:28][CH3:29])=[O:26])[CH2:2]2, predict the reactants needed to synthesize it. The reactants are: [C:1]12([O:16][CH2:15][CH2:14][O:13]1)[C:10]1[C:5](=[CH:6][CH:7]=[CH:8][CH:9]=1)[CH2:4][C@@H:3]([CH:11]=O)[CH2:2]2.C1(P(C2C=CC=CC=2)(C2C=CC=CC=2)=[CH:24][C:25]([O:27][CH2:28][CH3:29])=[O:26])C=CC=CC=1.